From a dataset of Reaction yield outcomes from USPTO patents with 853,638 reactions. Predict the reaction yield, written as a fraction of the theoretical maximum amount of product (1.0 means a 100% yield; for example, 0.34 means a 34% yield). (1) The reactants are [OH:1][CH2:2][CH2:3][CH:4]1[CH2:9][CH2:8][CH:7]([OH:10])[CH2:6][CH2:5]1.Cl[O-].[Na+].C(O)(C)C.O. The catalyst is C(O)(=O)C.ClCCl. The product is [OH:1][CH2:2][CH2:3][CH:4]1[CH2:9][CH2:8][C:7](=[O:10])[CH2:6][CH2:5]1. The yield is 0.950. (2) The reactants are [Cl-].O[NH3+:3].[C:4](=[O:7])([O-])[OH:5].[Na+].CS(C)=O.[CH2:13]([C:17]1[N:18]=[C:19]([CH3:56])[N:20]([C:39]2[CH:40]=[C:41]3[C:45](=[CH:46][CH:47]=2)[CH2:44][CH2:43][CH:42]3[O:48][Si:49]([C:52]([CH3:55])([CH3:54])[CH3:53])([CH3:51])[CH3:50])[C:21](=[O:38])[C:22]=1[CH2:23][C:24]1[CH:29]=[CH:28][C:27]([C:30]2[C:31]([C:36]#[N:37])=[CH:32][CH:33]=[CH:34][CH:35]=2)=[CH:26][CH:25]=1)[CH2:14][CH2:15][CH3:16]. The catalyst is O.C(OCC)(=O)C. The product is [CH2:13]([C:17]1[N:18]=[C:19]([CH3:56])[N:20]([C:39]2[CH:40]=[C:41]3[C:45](=[CH:46][CH:47]=2)[CH2:44][CH2:43][CH:42]3[O:48][Si:49]([C:52]([CH3:55])([CH3:54])[CH3:53])([CH3:51])[CH3:50])[C:21](=[O:38])[C:22]=1[CH2:23][C:24]1[CH:25]=[CH:26][C:27]([C:30]2[CH:35]=[CH:34][CH:33]=[CH:32][C:31]=2[C:36]2[NH:3][C:4](=[O:7])[O:5][N:37]=2)=[CH:28][CH:29]=1)[CH2:14][CH2:15][CH3:16]. The yield is 0.420.